Dataset: Forward reaction prediction with 1.9M reactions from USPTO patents (1976-2016). Task: Predict the product of the given reaction. (1) The product is: [CH:26]1([C:8]2[C:9]([O:11][CH2:12][C:13]34[CH2:14][C:15]5([CH3:25])[CH2:16][C:17]([CH3:24])([CH2:18][C:19]([CH3:22])([CH2:21]5)[CH2:20]3)[CH2:23]4)=[CH:10][C:5]3[N:6]([C:2]([NH:35][S:32]([CH3:29])(=[O:34])=[O:33])=[N:3][N:4]=3)[CH:7]=2)[CH2:28][CH2:27]1. Given the reactants Br[C:2]1[N:6]2[CH:7]=[C:8]([CH:26]3[CH2:28][CH2:27]3)[C:9]([O:11][CH2:12][C:13]34[CH2:23][C:17]5([CH3:24])[CH2:18][C:19]([CH3:22])([CH2:21][C:15]([CH3:25])([CH2:16]5)[CH2:14]3)[CH2:20]4)=[CH:10][C:5]2=[N:4][N:3]=1.[CH:29]1([S:32]([NH2:35])(=[O:34])=[O:33])CC1.CS(N)(=O)=O, predict the reaction product. (2) Given the reactants [CH:1]1([C:4]([OH:6])=O)[CH2:3][CH2:2]1.C(N1C=CN=C1)(N1C=CN=C1)=O.[C:19]([O:23][C:24](=[O:39])[NH:25][C:26]1([C:29]2[CH:34]=[CH:33][C:32]([C:35](=[NH:38])[NH:36]O)=[CH:31][N:30]=2)[CH2:28][CH2:27]1)([CH3:22])([CH3:21])[CH3:20], predict the reaction product. The product is: [C:19]([O:23][C:24](=[O:39])[NH:25][C:26]1([C:29]2[CH:34]=[CH:33][C:32]([C:35]3[N:36]=[C:4]([CH:1]4[CH2:3][CH2:2]4)[O:6][N:38]=3)=[CH:31][N:30]=2)[CH2:28][CH2:27]1)([CH3:22])([CH3:20])[CH3:21]. (3) Given the reactants [OH-].[K+].[CH3:3][O:4][C:5]1[CH:6]=[C:7](/[CH:13]=[CH:14]\[C:15]2[CH:16]=[C:17]3[C:21](=[CH:22][CH:23]=2)[NH:20][CH:19]=[CH:18]3)[CH:8]=[C:9]([O:11][CH3:12])[CH:10]=1.I[CH3:25], predict the reaction product. The product is: [CH3:3][O:4][C:5]1[CH:6]=[C:7](/[CH:13]=[CH:14]\[C:15]2[CH:16]=[C:17]3[C:21](=[CH:22][CH:23]=2)[N:20]([CH3:25])[CH:19]=[CH:18]3)[CH:8]=[C:9]([O:11][CH3:12])[CH:10]=1. (4) Given the reactants [CH3:1][O:2][C:3]1[C:12](B(O)O)=[CH:11][C:10]2[C:5](=[CH:6][CH:7]=[CH:8][CH:9]=2)[N:4]=1.[Br:16][C:17]1[CH:18]=[CH:19][C:20]([F:24])=[C:21](I)[CH:22]=1.C(=O)([O-])[O-].[Na+].[Na+], predict the reaction product. The product is: [CH3:1][O:2][C:3]1[C:12]([C:19]2[CH:18]=[C:17]([Br:16])[CH:22]=[CH:21][C:20]=2[F:24])=[CH:11][C:10]2[C:5](=[CH:6][CH:7]=[CH:8][CH:9]=2)[N:4]=1.